From a dataset of NCI-60 drug combinations with 297,098 pairs across 59 cell lines. Regression. Given two drug SMILES strings and cell line genomic features, predict the synergy score measuring deviation from expected non-interaction effect. (1) Drug 2: CS(=O)(=O)CCNCC1=CC=C(O1)C2=CC3=C(C=C2)N=CN=C3NC4=CC(=C(C=C4)OCC5=CC(=CC=C5)F)Cl. Cell line: SN12C. Drug 1: CC1=C(C(=CC=C1)Cl)NC(=O)C2=CN=C(S2)NC3=CC(=NC(=N3)C)N4CCN(CC4)CCO. Synergy scores: CSS=11.2, Synergy_ZIP=3.21, Synergy_Bliss=-7.15, Synergy_Loewe=0.535, Synergy_HSA=-3.17. (2) Drug 2: C1=CN(C=N1)CC(O)(P(=O)(O)O)P(=O)(O)O. Drug 1: CS(=O)(=O)C1=CC(=C(C=C1)C(=O)NC2=CC(=C(C=C2)Cl)C3=CC=CC=N3)Cl. Cell line: IGROV1. Synergy scores: CSS=8.04, Synergy_ZIP=-1.87, Synergy_Bliss=3.01, Synergy_Loewe=-5.28, Synergy_HSA=3.21. (3) Drug 1: CCC1=CC2CC(C3=C(CN(C2)C1)C4=CC=CC=C4N3)(C5=C(C=C6C(=C5)C78CCN9C7C(C=CC9)(C(C(C8N6C)(C(=O)OC)O)OC(=O)C)CC)OC)C(=O)OC.C(C(C(=O)O)O)(C(=O)O)O. Drug 2: CCC(=C(C1=CC=CC=C1)C2=CC=C(C=C2)OCCN(C)C)C3=CC=CC=C3.C(C(=O)O)C(CC(=O)O)(C(=O)O)O. Cell line: M14. Synergy scores: CSS=37.4, Synergy_ZIP=6.68, Synergy_Bliss=7.09, Synergy_Loewe=-28.0, Synergy_HSA=6.46. (4) Drug 1: CN(CC1=CN=C2C(=N1)C(=NC(=N2)N)N)C3=CC=C(C=C3)C(=O)NC(CCC(=O)O)C(=O)O. Drug 2: COC1=NC(=NC2=C1N=CN2C3C(C(C(O3)CO)O)O)N. Cell line: CAKI-1. Synergy scores: CSS=3.08, Synergy_ZIP=-2.50, Synergy_Bliss=-3.15, Synergy_Loewe=-7.20, Synergy_HSA=-2.79. (5) Drug 1: CC1=C2C(C(=O)C3(C(CC4C(C3C(C(C2(C)C)(CC1OC(=O)C(C(C5=CC=CC=C5)NC(=O)OC(C)(C)C)O)O)OC(=O)C6=CC=CC=C6)(CO4)OC(=O)C)O)C)O. Drug 2: C1=NC2=C(N1)C(=S)N=CN2. Cell line: NCI-H460. Synergy scores: CSS=63.6, Synergy_ZIP=7.20, Synergy_Bliss=10.6, Synergy_Loewe=-26.9, Synergy_HSA=0.994. (6) Drug 1: CC(C1=C(C=CC(=C1Cl)F)Cl)OC2=C(N=CC(=C2)C3=CN(N=C3)C4CCNCC4)N. Drug 2: CC1C(C(CC(O1)OC2CC(CC3=C2C(=C4C(=C3O)C(=O)C5=C(C4=O)C(=CC=C5)OC)O)(C(=O)CO)O)N)O.Cl. Cell line: UO-31. Synergy scores: CSS=50.3, Synergy_ZIP=-5.03, Synergy_Bliss=-2.84, Synergy_Loewe=-1.94, Synergy_HSA=-0.964.